From a dataset of Reaction yield outcomes from USPTO patents with 853,638 reactions. Predict the reaction yield, written as a fraction of the theoretical maximum amount of product (1.0 means a 100% yield; for example, 0.34 means a 34% yield). (1) The reactants are [C:1]([O:5][C:6](=[O:35])[NH:7][CH2:8][CH2:9][CH2:10][NH:11][CH:12]([C:16]1[N:17]([CH2:27][C:28]2[CH:33]=[CH:32][CH:31]=[C:30]([F:34])[CH:29]=2)[C:18](=[O:26])[C:19]2[C:24]([CH3:25])=[N:23][O:22][C:20]=2[N:21]=1)[CH:13]([CH3:15])[CH3:14])([CH3:4])([CH3:3])[CH3:2].[C:36]1([CH3:45])[CH:41]=[CH:40][C:39]([C:42](Cl)=[O:43])=[CH:38][CH:37]=1.C(N(C(C)C)CC)(C)C. The catalyst is C(Cl)Cl. The product is [C:1]([O:5][C:6](=[O:35])[NH:7][CH2:8][CH2:9][CH2:10][N:11]([CH:12]([C:16]1[N:17]([CH2:27][C:28]2[CH:33]=[CH:32][CH:31]=[C:30]([F:34])[CH:29]=2)[C:18](=[O:26])[C:19]2[C:24]([CH3:25])=[N:23][O:22][C:20]=2[N:21]=1)[CH:13]([CH3:14])[CH3:15])[C:42](=[O:43])[C:39]1[CH:40]=[CH:41][C:36]([CH3:45])=[CH:37][CH:38]=1)([CH3:3])([CH3:4])[CH3:2]. The yield is 0.540. (2) The reactants are [F:1][C:2]1[CH:7]=[CH:6][C:5]([NH:8][C:9]([C:11]2([C:14]([NH:16][C:17]3[CH:22]=[CH:21][C:20]([O:23][C:24]4[C:33]5[C:28](=[CH:29][C:30]([OH:36])=[C:31]([O:34][CH3:35])[CH:32]=5)[N:27]=[CH:26][CH:25]=4)=[C:19]([F:37])[CH:18]=3)=[O:15])[CH2:13][CH2:12]2)=[O:10])=[CH:4][CH:3]=1.[CH2:38]([N:40]([CH2:44][CH3:45])[CH2:41][CH2:42]O)[CH3:39].C1C=CC(P(C2C=CC=CC=2)C2C=CC=CC=2)=CC=1.CC(OC(/N=N/C(OC(C)C)=O)=O)C. The catalyst is C(Cl)Cl. The product is [CH2:38]([N:40]([CH2:44][CH3:45])[CH2:41][CH2:42][O:36][C:30]1[CH:29]=[C:28]2[C:33]([C:24]([O:23][C:20]3[CH:21]=[CH:22][C:17]([NH:16][C:14]([C:11]4([C:9]([NH:8][C:5]5[CH:6]=[CH:7][C:2]([F:1])=[CH:3][CH:4]=5)=[O:10])[CH2:12][CH2:13]4)=[O:15])=[CH:18][C:19]=3[F:37])=[CH:25][CH:26]=[N:27]2)=[CH:32][C:31]=1[O:34][CH3:35])[CH3:39]. The yield is 0.340. (3) The reactants are Br[C:2]1[CH:7]=[C:6]([CH2:8][CH3:9])[CH:5]=[C:4]([Br:10])[CH:3]=1.[CH3:11][O:12][C:13](=[O:24])[CH2:14][CH2:15][C:16]1[CH:21]=[CH:20][C:19]([OH:22])=[CH:18][C:17]=1[CH3:23]. No catalyst specified. The product is [CH3:11][O:12][C:13](=[O:24])[CH2:14][CH2:15][C:16]1[CH:21]=[CH:20][C:19]([O:22][C:2]2[CH:7]=[C:6]([CH2:8][CH3:9])[CH:5]=[C:4]([Br:10])[CH:3]=2)=[CH:18][C:17]=1[CH3:23]. The yield is 0.560. (4) The reactants are [CH:1]1([S:4]([C:7]2[CH:12]=[CH:11][C:10]([CH:13]([C:21]3[NH:25][C:24]([C:26]4[N:31]=[CH:30][C:29](C=O)=[CH:28][CH:27]=4)=[CH:23][CH:22]=3)[CH2:14][CH:15]3[CH2:20][CH2:19][O:18][CH2:17][CH2:16]3)=[CH:9][CH:8]=2)(=[O:6])=[O:5])[CH2:3][CH2:2]1.CS(CSC)=O.C[OH:41].[OH-].C([N+](C)(C)C)C1C=CC=CC=1.[O:54]1[CH2:58]C[CH2:56][CH2:55]1. The catalyst is O. The product is [CH:1]1([S:4]([C:7]2[CH:8]=[CH:9][C:10]([CH:13]([C:21]3[NH:25][C:24]([C:26]4[N:31]=[CH:30][C:29]([CH2:56][C:55]([O:54][CH3:58])=[O:41])=[CH:28][CH:27]=4)=[CH:23][CH:22]=3)[CH2:14][CH:15]3[CH2:20][CH2:19][O:18][CH2:17][CH2:16]3)=[CH:11][CH:12]=2)(=[O:6])=[O:5])[CH2:2][CH2:3]1. The yield is 0.640. (5) The reactants are [C:1]([O:5][C:6]([N:8]1[CH2:13][CH2:12][CH:11]([C:14]2[C:19](Cl)=[N:18][CH:17]=[CH:16][N:15]=2)[CH2:10][CH2:9]1)=[O:7])([CH3:4])([CH3:3])[CH3:2].[NH:21]1[CH2:26][CH2:25][CH:24]([CH2:27][OH:28])[CH2:23][CH2:22]1.CCN(CC)CC. The catalyst is CS(C)=O.O. The product is [C:1]([O:5][C:6]([N:8]1[CH2:13][CH2:12][CH:11]([C:14]2[C:19]([N:21]3[CH2:26][CH2:25][CH:24]([CH2:27][OH:28])[CH2:23][CH2:22]3)=[N:18][CH:17]=[CH:16][N:15]=2)[CH2:10][CH2:9]1)=[O:7])([CH3:4])([CH3:3])[CH3:2]. The yield is 0.803. (6) The yield is 1.00. The catalyst is CO. The product is [ClH:20].[I:1][C:2]1[CH:3]=[CH:4][C:5]([CH:8]([NH2:13])[CH2:9][CH:10]([CH3:11])[CH3:12])=[CH:6][CH:7]=1. The reactants are [I:1][C:2]1[CH:7]=[CH:6][C:5]([CH:8]([NH:13]S(C(C)(C)C)=O)[CH2:9][CH:10]([CH3:12])[CH3:11])=[CH:4][CH:3]=1.[ClH:20].O1CCOCC1. (7) The reactants are [CH3:1][O:2][C:3]1[CH:14]=[CH:13][C:6]([CH2:7][N:8]2[CH:12]=[N:11][CH:10]=[N:9]2)=[CH:5][CH:4]=1.C([Li])CCC.[CH2:20]([CH:22]([CH2:25][CH3:26])[CH:23]=[O:24])[CH3:21]. The catalyst is C1COCC1. The product is [CH2:20]([CH:22]([CH2:25][CH3:26])[CH:23]([C:12]1[N:8]([CH2:7][C:6]2[CH:5]=[CH:4][C:3]([O:2][CH3:1])=[CH:14][CH:13]=2)[N:9]=[CH:10][N:11]=1)[OH:24])[CH3:21]. The yield is 0.540. (8) The reactants are [CH3:1][O:2][C:3]1[CH:4]=[C:5]([S:9](Cl)(=[O:11])=[O:10])[CH:6]=[CH:7][CH:8]=1.[Cl:13][C:14]1[CH:26]=[N:25][C:17]2[NH:18][C:19]3[CH2:24][CH2:23][NH:22][CH2:21][C:20]=3[C:16]=2[CH:15]=1.O. The catalyst is N1C=CC=CC=1. The product is [Cl:13][C:14]1[CH:26]=[N:25][C:17]2[NH:18][C:19]3[CH2:24][CH2:23][N:22]([S:9]([C:5]4[CH:6]=[CH:7][CH:8]=[C:3]([O:2][CH3:1])[CH:4]=4)(=[O:11])=[O:10])[CH2:21][C:20]=3[C:16]=2[CH:15]=1. The yield is 0.550. (9) The reactants are [F:1][C:2]1[CH:11]=[C:10]2[C:5]([CH:6]=[CH:7][C:8]([CH3:12])=[N:9]2)=[C:4]([N:13]2[CH2:18][CH2:17][N:16]([CH2:19][C:20]([C:22]3[CH:23]=[CH:24][C:25]4[O:30][CH2:29][C:28](=[O:31])[NH:27][C:26]=4[CH:32]=3)=[O:21])[CH2:15][CH2:14]2)[CH:3]=1.[BH4-].[Na+]. The catalyst is CO. The product is [F:1][C:2]1[CH:11]=[C:10]2[C:5]([CH:6]=[CH:7][C:8]([CH3:12])=[N:9]2)=[C:4]([N:13]2[CH2:14][CH2:15][N:16]([CH2:19][CH:20]([C:22]3[CH:23]=[CH:24][C:25]4[O:30][CH2:29][C:28](=[O:31])[NH:27][C:26]=4[CH:32]=3)[OH:21])[CH2:17][CH2:18]2)[CH:3]=1. The yield is 0.610.